Dataset: NCI-60 drug combinations with 297,098 pairs across 59 cell lines. Task: Regression. Given two drug SMILES strings and cell line genomic features, predict the synergy score measuring deviation from expected non-interaction effect. Drug 1: C1=C(C(=O)NC(=O)N1)N(CCCl)CCCl. Drug 2: CCC1(CC2CC(C3=C(CCN(C2)C1)C4=CC=CC=C4N3)(C5=C(C=C6C(=C5)C78CCN9C7C(C=CC9)(C(C(C8N6C)(C(=O)OC)O)OC(=O)C)CC)OC)C(=O)OC)O.OS(=O)(=O)O. Cell line: CAKI-1. Synergy scores: CSS=65.4, Synergy_ZIP=-1.79, Synergy_Bliss=-1.70, Synergy_Loewe=-0.704, Synergy_HSA=4.56.